The task is: Predict the reactants needed to synthesize the given product.. This data is from Full USPTO retrosynthesis dataset with 1.9M reactions from patents (1976-2016). (1) Given the product [Br:4][C:5]1[CH:10]=[CH:9][C:8]([C@@:11]([CH3:30])([C@H:12]([NH:13][C:16]([O:18][C:19]([CH3:21])([CH3:22])[CH3:20])=[O:17])[C:23]2[CH:28]=[CH:27][C:26]([Cl:29])=[CH:25][CH:24]=2)[C:14]([OH:15])=[O:1])=[CH:7][CH:6]=1, predict the reactants needed to synthesize it. The reactants are: [OH-:1].[Na+].O.[Br:4][C:5]1[CH:10]=[CH:9][C:8]([C@:11]2([CH3:30])[C:14](=[O:15])[N:13]([C:16]([O:18][C:19]([CH3:22])([CH3:21])[CH3:20])=[O:17])[C@@H:12]2[C:23]2[CH:28]=[CH:27][C:26]([Cl:29])=[CH:25][CH:24]=2)=[CH:7][CH:6]=1. (2) Given the product [N+:1]([C:4]1[N:9]=[CH:8][C:7]([O:10][C:11]2[CH:12]=[C:13]([NH:14][C:39]([N:29]3[CH2:30][CH2:31][N:32]([C:33]4[CH:38]=[CH:37][CH:36]=[CH:35][CH:34]=4)[C:28]3=[O:27])=[O:40])[CH:15]=[CH:16][CH:17]=2)=[CH:6][CH:5]=1)([O-:3])=[O:2], predict the reactants needed to synthesize it. The reactants are: [N+:1]([C:4]1[N:9]=[CH:8][C:7]([O:10][C:11]2[CH:12]=[C:13]([CH:15]=[CH:16][CH:17]=2)[NH2:14])=[CH:6][CH:5]=1)([O-:3])=[O:2].C(N(C(C)C)CC)(C)C.[O:27]=[C:28]1[N:32]([C:33]2[CH:38]=[CH:37][CH:36]=[CH:35][CH:34]=2)[CH2:31][CH2:30][N:29]1[C:39](Cl)=[O:40].